From a dataset of Full USPTO retrosynthesis dataset with 1.9M reactions from patents (1976-2016). Predict the reactants needed to synthesize the given product. The reactants are: C([O:3][C:4]([C:6]1[CH:7]=[C:8]2[C:13](=[CH:14][CH:15]=1)[C:11](=[O:12])[O:10][CH2:9]2)=O)C.Cl.[NH3:17]. Given the product [C:4]([C:6]1[CH:7]=[C:8]2[C:13](=[CH:14][CH:15]=1)[C:11](=[O:12])[O:10][CH2:9]2)(=[O:3])[NH2:17], predict the reactants needed to synthesize it.